This data is from Reaction yield outcomes from USPTO patents with 853,638 reactions. The task is: Predict the reaction yield, written as a fraction of the theoretical maximum amount of product (1.0 means a 100% yield; for example, 0.34 means a 34% yield). (1) The reactants are Br[C:2]1[CH:3]=[C:4]2[C:8](=[CH:9][CH:10]=1)[N:7]([CH2:11][CH2:12][CH2:13][O:14][Si:15]([C:28]([CH3:31])([CH3:30])[CH3:29])([C:22]1[CH:27]=[CH:26][CH:25]=[CH:24][CH:23]=1)[C:16]1[CH:21]=[CH:20][CH:19]=[CH:18][CH:17]=1)[N:6]=[CH:5]2.C([Li])CCC.[B:37](OC)([O:40]C)[O:38]C. The catalyst is C1COCC1. The product is [Si:15]([O:14][CH2:13][CH2:12][CH2:11][N:7]1[C:8]2[C:4](=[CH:3][C:2]([B:37]([OH:40])[OH:38])=[CH:10][CH:9]=2)[CH:5]=[N:6]1)([C:28]([CH3:31])([CH3:29])[CH3:30])([C:22]1[CH:27]=[CH:26][CH:25]=[CH:24][CH:23]=1)[C:16]1[CH:21]=[CH:20][CH:19]=[CH:18][CH:17]=1. The yield is 0.520. (2) The reactants are [CH3:1][O:2][C:3]1[CH:4]=[C:5]2[C:10](=[CH:11][C:12]=1[O:13][CH3:14])[CH:9]([CH2:15][C:16]1[C:25]3[C:20](=[CH:21][CH:22]=[CH:23][CH:24]=3)[CH:19]=[CH:18][CH:17]=1)[NH:8][CH2:7][CH2:6]2.C(N[C@H](C1C=CC=CC=1)C(O)=O)(=O)C.CC(C)=O. The catalyst is CO. The product is [CH3:1][O:2][C:3]1[CH:4]=[C:5]2[C:10](=[CH:11][C:12]=1[O:13][CH3:14])[C@H:9]([CH2:15][C:16]1[C:25]3[C:20](=[CH:21][CH:22]=[CH:23][CH:24]=3)[CH:19]=[CH:18][CH:17]=1)[NH:8][CH2:7][CH2:6]2. The yield is 0.300. (3) The reactants are Br[C:2]1[C:3]2[C:8]([CH:9]=[C:10]3[C:15]=1[CH:14]=[CH:13][CH:12]=[CH:11]3)=[CH:7][CH:6]=[CH:5][CH:4]=2.[CH:16]([C:18]1[CH:23]=[CH:22][C:21](B(O)O)=[CH:20][CH:19]=1)=[O:17].[F-].[K+]. The catalyst is C1COCC1.C1C=CC(/C=C/C(/C=C/C2C=CC=CC=2)=O)=CC=1.C1C=CC(/C=C/C(/C=C/C2C=CC=CC=2)=O)=CC=1.C1C=CC(/C=C/C(/C=C/C2C=CC=CC=2)=O)=CC=1.[Pd].[Pd].C(P(C(C)(C)C)C(C)(C)C)(C)(C)C.C1(C)C=CC=CC=1.O. The product is [CH:16]([C:18]1[CH:23]=[CH:22][C:21]([C:2]2[C:3]3[C:8]([CH:9]=[C:10]4[C:15]=2[CH:14]=[CH:13][CH:12]=[CH:11]4)=[CH:7][CH:6]=[CH:5][CH:4]=3)=[CH:20][CH:19]=1)=[O:17]. The yield is 0.780. (4) The reactants are [C:1](Cl)(=[O:8])[C:2]1[CH:7]=[CH:6][CH:5]=[N:4][CH:3]=1.[CH2:10]([NH:17][C:18]([C:20]1[S:24][C:23]([NH2:25])=[N:22][C:21]=1[CH3:26])=[O:19])[C:11]1[CH:16]=[CH:15][CH:14]=[CH:13][CH:12]=1. No catalyst specified. The product is [CH2:10]([NH:17][C:18]([C:20]1[S:24][C:23]([NH:25][C:1](=[O:8])[C:2]2[CH:7]=[CH:6][CH:5]=[N:4][CH:3]=2)=[N:22][C:21]=1[CH3:26])=[O:19])[C:11]1[CH:16]=[CH:15][CH:14]=[CH:13][CH:12]=1. The yield is 0.330.